Dataset: Forward reaction prediction with 1.9M reactions from USPTO patents (1976-2016). Task: Predict the product of the given reaction. The product is: [OH:23][C:24]1[CH:29]=[CH:28][C:27]([C:2]2[C:3]([F:22])=[CH:4][N:5]3[C:10]([C:11]=2[CH3:12])=[C:9]([CH:13]2[CH2:15][CH2:14]2)[CH:8]=[C:7]([C:16]([O:18][CH2:19][CH3:20])=[O:17])[C:6]3=[O:21])=[CH:26][CH:25]=1. Given the reactants Cl[C:2]1[C:3]([F:22])=[CH:4][N:5]2[C:10]([C:11]=1[CH3:12])=[C:9]([CH:13]1[CH2:15][CH2:14]1)[CH:8]=[C:7]([C:16]([O:18][CH2:19][CH3:20])=[O:17])[C:6]2=[O:21].[OH:23][C:24]1[CH:29]=[CH:28][C:27](B(O)O)=[CH:26][CH:25]=1, predict the reaction product.